Dataset: Full USPTO retrosynthesis dataset with 1.9M reactions from patents (1976-2016). Task: Predict the reactants needed to synthesize the given product. (1) Given the product [F:10][C:11]1[CH:16]=[CH:15][C:14]([C:2]2[N:3]=[CH:4][C:5]([NH2:9])=[N:6][C:7]=2[C:14]2[CH:15]=[CH:16][C:11]([F:10])=[CH:12][CH:13]=2)=[CH:13][CH:12]=1, predict the reactants needed to synthesize it. The reactants are: Br[C:2]1[N:3]=[CH:4][C:5]([NH2:9])=[N:6][C:7]=1Cl.[F:10][C:11]1[CH:16]=[CH:15][C:14](B(O)O)=[CH:13][CH:12]=1.[O-]P([O-])([O-])=O.[K+].[K+].[K+]. (2) The reactants are: [OH:1][C@H:2]1[C@@H:7]([CH2:8][C:9]2[CH:10]=[C:11]([CH:15]=[CH:16][CH:17]=2)[C:12]([NH2:14])=[O:13])[CH2:6][C@H:5]2[C@H:18]3[C@H:27]([CH2:28][CH2:29][C@:3]12[CH3:4])[C:26]1[C:21](=[CH:22][C:23]([CH2:30][CH2:31]I)=[CH:24][CH:25]=1)[CH2:20][CH2:19]3.CCCC[N+](CCCC)(CCCC)CCCC.[F-].O. Given the product [CH:30]([C:23]1[CH:22]=[C:21]2[C:26](=[CH:25][CH:24]=1)[C@@H:27]1[C@H:18]([C@H:5]3[C@@:3]([CH2:29][CH2:28]1)([CH3:4])[C@@H:2]([OH:1])[C@@H:7]([CH2:8][C:9]1[CH:10]=[C:11]([CH:15]=[CH:16][CH:17]=1)[C:12]([NH2:14])=[O:13])[CH2:6]3)[CH2:19][CH2:20]2)=[CH2:31], predict the reactants needed to synthesize it. (3) Given the product [CH3:25][N:26]([CH3:27])[C:2]1[C:7]([CH3:8])=[C:6]([C:9]([O:11][CH2:12][CH3:13])=[O:10])[N:5]=[C:4]([C:14]2[CH:19]=[CH:18][C:17]([C:20]([F:23])([F:22])[F:21])=[CH:16][CH:15]=2)[N:3]=1, predict the reactants needed to synthesize it. The reactants are: Cl[C:2]1[C:7]([CH3:8])=[C:6]([C:9]([O:11][CH2:12][CH3:13])=[O:10])[N:5]=[C:4]([C:14]2[CH:19]=[CH:18][C:17]([C:20]([F:23])([F:22])[F:21])=[CH:16][CH:15]=2)[N:3]=1.Cl.[CH3:25][NH:26][CH3:27].C(N(CC)CC)C.C(OCC)(=O)C. (4) Given the product [CH:1]([N:4]1[CH2:9][CH2:8][N:7]([C:11]2[CH:16]=[CH:15][C:14]([NH:17][C:18](=[O:24])[O:19][C:20]([CH3:21])([CH3:22])[CH3:23])=[C:13]([N+:25]([O-:27])=[O:26])[CH:12]=2)[CH2:6][CH2:5]1)([CH3:3])[CH3:2], predict the reactants needed to synthesize it. The reactants are: [CH:1]([N:4]1[CH2:9][CH2:8][NH:7][CH2:6][CH2:5]1)([CH3:3])[CH3:2].Br[C:11]1[CH:16]=[CH:15][C:14]([NH:17][C:18](=[O:24])[O:19][C:20]([CH3:23])([CH3:22])[CH3:21])=[C:13]([N+:25]([O-:27])=[O:26])[CH:12]=1.C([O-])([O-])=O.[Cs+].[Cs+].CC1(C)C2C(=C(P(C3C=CC=CC=3)C3C=CC=CC=3)C=CC=2)OC2C(P(C3C=CC=CC=3)C3C=CC=CC=3)=CC=CC1=2. (5) Given the product [F:1][C:2]1[CH:10]=[CH:9][C:5]([C:6]([NH2:19])=[O:7])=[C:4]([OH:11])[CH:3]=1, predict the reactants needed to synthesize it. The reactants are: [F:1][C:2]1[CH:3]=[C:4]([OH:11])[C:5](=[CH:9][CH:10]=1)[C:6](O)=[O:7].C(Cl)(=O)C(Cl)=O.[OH-].[NH4+:19]. (6) The reactants are: [CH2:1]([C:3]1[C:8]([CH:9]=O)=[CH:7][CH:6]=[CH:5][C:4]=1[C:11]1[S:15][C:14]([C:16]2[CH:17]=[CH:18][C:19]([CH2:24][CH:25]([CH3:27])[CH3:26])=[C:20]([CH:23]=2)[C:21]#[N:22])=[N:13][N:12]=1)[CH3:2].[NH:28]1[CH2:33][CH2:32][CH:31]([C:34]([O:36][CH2:37][CH3:38])=[O:35])[CH2:30][CH2:29]1.CC(O)=O.C(O[BH-](OC(=O)C)OC(=O)C)(=O)C.[Na+]. Given the product [C:21]([C:20]1[CH:23]=[C:16]([C:14]2[S:15][C:11]([C:4]3[C:3]([CH2:1][CH3:2])=[C:8]([CH2:9][N:28]4[CH2:33][CH2:32][CH:31]([C:34]([O:36][CH2:37][CH3:38])=[O:35])[CH2:30][CH2:29]4)[CH:7]=[CH:6][CH:5]=3)=[N:12][N:13]=2)[CH:17]=[CH:18][C:19]=1[CH2:24][CH:25]([CH3:27])[CH3:26])#[N:22], predict the reactants needed to synthesize it. (7) The reactants are: [NH2:1][CH2:2][C@H:3]1[CH2:7][CH2:6][N:5]([C:8]([O:10][C:11]([CH3:14])([CH3:13])[CH3:12])=[O:9])[CH2:4]1.[CH3:15][N:16]1[CH2:21][CH2:20][C:19](=O)[CH2:18][CH2:17]1. Given the product [C:11]([O:10][C:8]([N:5]1[CH2:6][CH2:7][C@H:3]([CH2:2][NH:1][CH:19]2[CH2:20][CH2:21][N:16]([CH3:15])[CH2:17][CH2:18]2)[CH2:4]1)=[O:9])([CH3:14])([CH3:13])[CH3:12], predict the reactants needed to synthesize it.